This data is from Reaction yield outcomes from USPTO patents with 853,638 reactions. The task is: Predict the reaction yield, written as a fraction of the theoretical maximum amount of product (1.0 means a 100% yield; for example, 0.34 means a 34% yield). (1) The reactants are Cl[C:2]1[C:11]2[C:6](=[CH:7][CH:8]=[C:9]([OH:12])[CH:10]=2)[N:5]=[C:4]([N:13]2[CH2:19][C:18]3[CH:20]=[CH:21][CH:22]=[CH:23][C:17]=3[S:16](=[O:25])(=[O:24])[CH2:15][CH2:14]2)[CH:3]=1.[CH2:26]([NH2:30])[CH2:27][CH2:28][NH2:29]. No catalyst specified. The product is [NH2:29][CH2:28][CH2:27][CH2:26][NH:30][C:2]1[C:11]2[C:6](=[CH:7][CH:8]=[C:9]([OH:12])[CH:10]=2)[N:5]=[C:4]([N:13]2[CH2:19][C:18]3[CH:20]=[CH:21][CH:22]=[CH:23][C:17]=3[S:16](=[O:25])(=[O:24])[CH2:15][CH2:14]2)[CH:3]=1. The yield is 0.270. (2) The reactants are [F:1][CH:2]([F:12])[C:3]1[C:7]([C:8]([NH2:10])=[O:9])=[CH:6][N:5]([CH3:11])[N:4]=1.Br[C:14]1[CH:15]=[CH:16][CH:17]=[C:18]2[C:23]=1[C:22](=[CH2:24])[C:21]([CH3:26])([CH3:25])[CH2:20][CH2:19]2.C([O-])([O-])=O.[K+].[K+].O. The catalyst is CN(C=O)C.[Cu]I. The product is [F:12][CH:2]([F:1])[C:3]1[C:7]([C:8]([NH:10][C:14]2[C:23]3[C:22](=[CH2:24])[C:21]([CH3:26])([CH3:25])[CH2:20][CH2:19][C:18]=3[CH:17]=[CH:16][CH:15]=2)=[O:9])=[CH:6][N:5]([CH3:11])[N:4]=1. The yield is 0.0700.